This data is from Peptide-MHC class II binding affinity with 134,281 pairs from IEDB. The task is: Regression. Given a peptide amino acid sequence and an MHC pseudo amino acid sequence, predict their binding affinity value. This is MHC class II binding data. (1) The peptide sequence is KPAAAATATATSAVG. The MHC is HLA-DPA10201-DPB10101 with pseudo-sequence HLA-DPA10201-DPB10101. The binding affinity (normalized) is 0.0853. (2) The peptide sequence is DIIEGPVKNVAVPLY. The MHC is DRB1_0101 with pseudo-sequence DRB1_0101. The binding affinity (normalized) is 0.337. (3) The peptide sequence is IMVNLMVDISDSCQD. The MHC is DRB1_0101 with pseudo-sequence DRB1_0101. The binding affinity (normalized) is 0.231. (4) The peptide sequence is RVVHLYRNGKDQDGD. The MHC is DRB1_1302 with pseudo-sequence DRB1_1302. The binding affinity (normalized) is 0.203. (5) The peptide sequence is IVYIKPAKNIYSFNE. The MHC is DRB1_1001 with pseudo-sequence DRB1_1001. The binding affinity (normalized) is 0.936. (6) The binding affinity (normalized) is 0.826. The peptide sequence is MVSVLPLLRGKKAVN. The MHC is DRB1_0101 with pseudo-sequence DRB1_0101. (7) The binding affinity (normalized) is 0.717. The peptide sequence is DINASFRAAMATTAN. The MHC is DRB1_0101 with pseudo-sequence DRB1_0101. (8) The peptide sequence is IGECHMSESYIDR. The MHC is HLA-DPA10301-DPB10402 with pseudo-sequence HLA-DPA10301-DPB10402. The binding affinity (normalized) is 0. (9) The peptide sequence is IKEKGKDKWIALKES. The MHC is DRB1_1101 with pseudo-sequence DRB1_1101. The binding affinity (normalized) is 0.261.